Dataset: Full USPTO retrosynthesis dataset with 1.9M reactions from patents (1976-2016). Task: Predict the reactants needed to synthesize the given product. (1) Given the product [OH:1][CH:2]([C:17]1[CH:18]=[CH:19][C:20]([NH:23][C:24](=[O:30])[O:25][C:26]([CH3:29])([CH3:28])[CH3:27])=[N:21][CH:22]=1)[C:3]([CH3:16])([N:5]1[CH2:15][CH2:14][C:8]2([C:12](=[O:13])[N:11]([C:37]3[CH2:38][O:39][C:40](=[O:43])[C:41]=3[CH3:42])[CH2:10][CH2:9]2)[CH2:7][CH2:6]1)[CH3:4], predict the reactants needed to synthesize it. The reactants are: [OH:1][CH:2]([C:17]1[CH:18]=[CH:19][C:20]([NH:23][C:24](=[O:30])[O:25][C:26]([CH3:29])([CH3:28])[CH3:27])=[N:21][CH:22]=1)[C:3]([CH3:16])([N:5]1[CH2:15][CH2:14][C:8]2([C:12](=[O:13])[NH:11][CH2:10][CH2:9]2)[CH2:7][CH2:6]1)[CH3:4].FC(F)(F)S(O[C:37]1[CH2:38][O:39][C:40](=[O:43])[C:41]=1[CH3:42])(=O)=O.C(=O)([O-])[O-].[K+].[K+].CC1(C)C2C(=C(P(C3C=CC=CC=3)C3C=CC=CC=3)C=CC=2)OC2C(P(C3C=CC=CC=3)C3C=CC=CC=3)=CC=CC1=2. (2) Given the product [CH3:1][O:2][C@@H:3]([C:28]([CH3:36])([C:30]1[CH:31]=[CH:32][CH:33]=[CH:34][CH:35]=1)[CH3:29])[C:4]([NH:6][C@H:7]([C:8]([N:10]([CH3:23])[C@@H:11]([CH:20]([CH3:22])[CH3:21])/[CH:12]=[C:13](\[CH3:19])/[C:14]([OH:16])=[O:15])=[O:9])[C:24]([CH3:25])([CH3:26])[CH3:27])=[O:5], predict the reactants needed to synthesize it. The reactants are: [CH3:1][O:2][C@@H:3]([C:28]([CH3:36])([C:30]1[CH:35]=[CH:34][CH:33]=[CH:32][CH:31]=1)[CH3:29])[C:4]([NH:6][C@@H:7]([C:24]([CH3:27])([CH3:26])[CH3:25])[C:8]([N:10]([CH3:23])[C@@H:11]([CH:20]([CH3:22])[CH3:21])/[CH:12]=[C:13](\[CH3:19])/[C:14]([O:16]CC)=[O:15])=[O:9])=[O:5].CO[C@H](C(C)(C1C=CC=CC=1)C)C(N[C@@H](C(C)(C)C)C(N(C)[C@@H](C(C)C)/C=C(\C)/C(OCC)=O)=O)=O.O.O.[OH-].[Li+]. (3) Given the product [CH3:1][S:2][CH2:3][CH2:4][C:5]1[CH:6]=[C:7]([CH:8]=[CH:9][CH:10]=1)[NH2:11], predict the reactants needed to synthesize it. The reactants are: [CH3:1][S:2][CH2:3][CH2:4][C:5]1[CH:10]=[CH:9][CH:8]=[C:7]([N+:11]([O-])=O)[CH:6]=1.Cl. (4) Given the product [Br:1][C:2]1[N:6]2[N:7]=[C:8]([NH:20][CH2:19][C:16]3[CH:15]=[N:14][C:13]([CH3:12])=[CH:18][N:17]=3)[CH:9]=[CH:10][C:5]2=[N:4][CH:3]=1, predict the reactants needed to synthesize it. The reactants are: [Br:1][C:2]1[N:6]2[N:7]=[C:8](Cl)[CH:9]=[CH:10][C:5]2=[N:4][CH:3]=1.[CH3:12][C:13]1[N:14]=[CH:15][C:16]([CH2:19][NH2:20])=[N:17][CH:18]=1.C(Cl)Cl.CO.[NH4+].[OH-]. (5) Given the product [CH3:49][O:48][C:46]1[CH:45]=[C:43]([NH:44][C:7]2[N:8]=[CH:9][C:10]3=[C:2]([CH3:1])[N:3]=[C:4]([C:13]4[CH:18]=[CH:17][CH:16]=[CH:15][CH:14]=4)[N:5]3[N:6]=2)[CH:42]=[C:41]([O:40][CH3:39])[CH:47]=1, predict the reactants needed to synthesize it. The reactants are: [CH3:1][C:2]1[N:3]=[C:4]([C:13]2[CH:18]=[CH:17][CH:16]=[CH:15][CH:14]=2)[N:5]2[C:10]=1[CH:9]=[N:8][C:7](SC)=[N:6]2.CC1N=C(C2C=CC=CC=2)N2C=1C=NC(S(C)(=O)=O)=N2.[CH3:39][O:40][C:41]1[CH:42]=[C:43]([CH:45]=[C:46]([O:48][CH3:49])[CH:47]=1)[NH2:44]. (6) Given the product [N:6]1[CH:7]=[CH:8][N:9]=[CH:10][C:5]=1[C:3]([NH:12][NH2:13])=[O:2], predict the reactants needed to synthesize it. The reactants are: C[O:2][C:3]([C:5]1[CH:10]=[N:9][CH:8]=[CH:7][N:6]=1)=O.O.[NH2:12][NH2:13]. (7) The reactants are: C(OC(N[C@H](C1C=CC=C(NC(OCCC2C=CC(Br)=CC=2C)=O)C=1)CC(OCC)=O)=O)C1C=CC=CC=1.[N:39]([C:42]1[CH:43]=[C:44]([CH:54]=[CH:55][CH:56]=1)[CH2:45][NH:46][C:47](=[O:53])[O:48][C:49]([CH3:52])([CH3:51])[CH3:50])=[C:40]=[O:41].[Br:57][C:58]1[CH:63]=[CH:62][C:61]([CH2:64][CH2:65][OH:66])=[C:60]([Cl:67])[CH:59]=1. Given the product [C:49]([O:48][C:47]([NH:46][CH2:45][C:44]1[CH:43]=[C:42]([NH:39][C:40]([O:66][CH2:65][CH2:64][C:61]2[CH:62]=[CH:63][C:58]([Br:57])=[CH:59][C:60]=2[Cl:67])=[O:41])[CH:56]=[CH:55][CH:54]=1)=[O:53])([CH3:51])([CH3:52])[CH3:50], predict the reactants needed to synthesize it. (8) Given the product [Br:1][C:2]1[CH:3]=[CH:4][C:5](=[O:8])[N:6]([CH2:12][CH3:13])[CH:7]=1, predict the reactants needed to synthesize it. The reactants are: [Br:1][C:2]1[CH:3]=[CH:4][C:5]([OH:8])=[N:6][CH:7]=1.[H-].[Na+].I[CH2:12][CH3:13].